Dataset: Reaction yield outcomes from USPTO patents with 853,638 reactions. Task: Predict the reaction yield, written as a fraction of the theoretical maximum amount of product (1.0 means a 100% yield; for example, 0.34 means a 34% yield). The reactants are ClN1[C:6](=[O:7])[CH2:5][CH2:4][C:3]1=[O:8].[N:9]1[CH:14]=[CH:13][CH:12]=[CH:11][CH:10]=1.[CH2:15]([OH:20])CCC=C.C(N([CH2:26][CH3:27])CC)C.[C:28]([O-:31])(O)=O.[Na+].O1CCC[CH2:34]1. No catalyst specified. The product is [CH3:28][O:31][C:11]1[CH:12]=[C:13]([C:14]2[CH2:34][CH:3]([CH2:4][CH2:5][CH2:6][OH:7])[O:8][N:9]=2)[CH:26]=[CH:27][C:10]=1[O:20][CH3:15]. The yield is 0.906.